This data is from Reaction yield outcomes from USPTO patents with 853,638 reactions. The task is: Predict the reaction yield, written as a fraction of the theoretical maximum amount of product (1.0 means a 100% yield; for example, 0.34 means a 34% yield). (1) The reactants are [N:1]([CH:4]1[C:16]2[CH:15]=[CH:14][CH:13]=[CH:12][C:11]=2[C:10]2[C:5]1=[CH:6][CH:7]=[CH:8][CH:9]=2)=[N+:2]=[N-].P. The catalyst is C1(C)C=CC=CC=1. The product is [N+:1](=[C:4]1[C:16]2[CH:15]=[CH:14][CH:13]=[CH:12][C:11]=2[C:10]2[C:5]1=[CH:6][CH:7]=[CH:8][CH:9]=2)=[N-:2]. The yield is 0.850. (2) The reactants are C(OC([N:8]1[CH2:12][C@@H:11]([CH2:13][O:14][CH3:15])[CH2:10][C@H:9]1[C:16]1[NH:20][C:19]2[C:21]3[C:26]([CH:27]=[CH:28][C:18]=2[N:17]=1)=[CH:25][C:24]1[C:29]2[C:34]([CH2:35][O:36][C:23]=1[CH:22]=3)=[CH:33][C:32]([C:37]1[CH:38]=[CH:39][C:40]3[N:44]=[C:43]([C@@H:45]4[CH2:49][CH2:48][CH2:47][N:46]4[C:50](=[O:60])[C@@H:51]([NH:55][C:56]([O:58][CH3:59])=[O:57])[CH:52]([CH3:54])[CH3:53])[NH:42][C:41]=3[CH:61]=1)=[CH:31][CH:30]=2)=O)(C)(C)C.Cl.[CH3:63][O:64][C:65]([NH:67][C@@H:68]([CH:72]([CH3:74])[CH3:73])[C:69](O)=[O:70])=[O:66].CN(C(ON1N=NC2C=CC=NC1=2)=[N+](C)C)C.F[P-](F)(F)(F)(F)F.C(N(C(C)C)CC)(C)C. The catalyst is CN(C=O)C.C(OCC)(=O)C.C(O)C. The product is [CH3:59][O:58][C:56]([NH:55][C@@H:51]([CH:52]([CH3:53])[CH3:54])[C:50]([N:46]1[CH2:47][CH2:48][CH2:49][C@H:45]1[C:43]1[NH:42][C:41]2[CH:61]=[C:37]([C:32]3[CH:33]=[C:34]4[CH2:35][O:36][C:23]5[CH:22]=[C:21]6[C:26]([CH:27]=[CH:28][C:18]7[N:17]=[C:16]([C@@H:9]8[CH2:10][C@H:11]([CH2:13][O:14][CH3:15])[CH2:12][N:8]8[C@@:68]([NH:67][C:65](=[O:66])[O:64][CH3:63])([CH:72]([CH3:74])[CH3:73])[CH:69]=[O:70])[NH:20][C:19]=76)=[CH:25][C:24]=5[C:29]4=[CH:30][CH:31]=3)[CH:38]=[CH:39][C:40]=2[N:44]=1)=[O:60])=[O:57]. The yield is 0.400. (3) The catalyst is CC#N.[O-]S(C(F)(F)F)(=O)=O.[La+3].[O-]S(C(F)(F)F)(=O)=O.[O-]S(C(F)(F)F)(=O)=O. The reactants are [C:1](O)(=O)[C:2]1C=CC=C[CH:3]=1.[F:10][C:11]([F:21])([F:20])[C:12]1[CH:19]=[CH:18][C:15]([CH:16]=O)=[CH:14][CH:13]=1.[CH:22]([C:25]1[CH:31]=[CH:30][C:28]([NH2:29])=[CH:27][CH:26]=1)([CH3:24])[CH3:23].C([Sn](CCCC)(CCCC)CCCC)C=C. The yield is 0.900. The product is [CH:22]([C:25]1[CH:31]=[CH:30][C:28]([NH:29][CH:16]([C:15]2[CH:18]=[CH:19][C:12]([C:11]([F:21])([F:20])[F:10])=[CH:13][CH:14]=2)[CH2:3][CH:2]=[CH2:1])=[CH:27][CH:26]=1)([CH3:24])[CH3:23]. (4) The reactants are Br[CH2:2][C:3]([N:5]([CH:17]1[CH2:22][CH2:21][N:20]([C:23]([O:25][CH2:26][C:27]2[CH:32]=[CH:31][CH:30]=[CH:29][CH:28]=2)=[O:24])[CH2:19][CH2:18]1)[C@@H:6]1[C@@H:15]([OH:16])[CH2:14][CH2:13][C:8]2([O:12][CH2:11][CH2:10][O:9]2)[CH2:7]1)=[O:4].CC(C)([O-])C.[K+].C([O-])(O)=O.[Na+].C(OCC)(=O)C. The catalyst is C1COCC1. The product is [O:4]=[C:3]1[CH2:2][O:16][C@H:15]2[CH2:14][CH2:13][C:8]3([CH2:7][C@@H:6]2[N:5]1[CH:17]1[CH2:22][CH2:21][N:20]([C:23]([O:25][CH2:26][C:27]2[CH:32]=[CH:31][CH:30]=[CH:29][CH:28]=2)=[O:24])[CH2:19][CH2:18]1)[O:12][CH2:11][CH2:10][O:9]3. The yield is 0.396. (5) The product is [CH2:2]([O:3][CH2:4][C:5]([NH:16][NH:15][C:13](=[O:14])[C:12]1[CH:17]=[CH:18][C:9]([Cl:8])=[N:10][CH:11]=1)=[O:6])[CH3:1]. The yield is 0.830. The reactants are [CH3:1][CH2:2][O:3][CH2:4][C:5](Cl)=[O:6].[Cl:8][C:9]1[CH:18]=[CH:17][C:12]([C:13]([NH:15][NH2:16])=[O:14])=[CH:11][N:10]=1.CN1CCOCC1. The catalyst is ClCCl.